Predict the product of the given reaction. From a dataset of Forward reaction prediction with 1.9M reactions from USPTO patents (1976-2016). Given the reactants Br[C:2]1[CH:10]=[CH:9][C:5]([C:6]([OH:8])=[O:7])=[CH:4][C:3]=1[O:11][CH3:12].[Li]CCCC.[CH3:18][C:19]([CH3:21])=[O:20].Cl, predict the reaction product. The product is: [OH:20][C:19]([C:2]1[CH:10]=[CH:9][C:5]([C:6]([OH:8])=[O:7])=[CH:4][C:3]=1[O:11][CH3:12])([CH3:21])[CH3:18].